From a dataset of Forward reaction prediction with 1.9M reactions from USPTO patents (1976-2016). Predict the product of the given reaction. (1) Given the reactants [CH3:1][N:2]([CH3:26])[C:3]1[CH:12]=[CH:11][CH:10]=[C:9]2[C:4]=1[CH:5]=[C:6]1[CH2:25][C:17]3([CH2:22][O:21]C(C)(C)[O:19][CH2:18]3)[CH2:16][C:7]1=[C:8]2[C:13](=[O:15])[CH3:14].Cl, predict the reaction product. The product is: [CH3:26][N:2]([CH3:1])[C:3]1[CH:12]=[CH:11][CH:10]=[C:9]2[C:4]=1[CH:5]=[C:6]1[CH2:25][C:17]([CH2:18][OH:19])([CH2:22][OH:21])[CH2:16][C:7]1=[C:8]2[C:13](=[O:15])[CH3:14]. (2) Given the reactants [NH2:1][C:2]1[N:3]=[CH:4][C:5]2[S:10][C:9](=[O:11])[N:8]([C@@H:12]3[O:24][C@H:23]([CH2:25][O:26][Si](C(C)(C)C)(C)C)[C@@H:18]([O:19][C:20](=[O:22])[CH3:21])[C@H:13]3[O:14][C:15](=[O:17])[CH3:16])[C:6]=2[N:7]=1.N1C=CC=CC=1, predict the reaction product. The product is: [NH2:1][C:2]1[N:3]=[CH:4][C:5]2[S:10][C:9](=[O:11])[N:8]([C@@H:12]3[O:24][C@H:23]([CH2:25][OH:26])[C@@H:18]([O:19][C:20](=[O:22])[CH3:21])[C@H:13]3[O:14][C:15](=[O:17])[CH3:16])[C:6]=2[N:7]=1. (3) Given the reactants [S:1]1[CH:5]=[CH:4][C:3]2[CH:6]=[CH:7][C:8]([NH2:10])=[CH:9][C:2]1=2.[C:11]([O:15][C:16](O[C:16]([O:15][C:11]([CH3:14])([CH3:13])[CH3:12])=[O:17])=[O:17])([CH3:14])([CH3:13])[CH3:12].CN(C1C=CC=CN=1)C, predict the reaction product. The product is: [C:11]([O:15][C:16](=[O:17])[NH:10][C:8]1[CH:7]=[CH:6][C:3]2[CH:4]=[CH:5][S:1][C:2]=2[CH:9]=1)([CH3:14])([CH3:13])[CH3:12].